Predict the reaction yield, written as a fraction of the theoretical maximum amount of product (1.0 means a 100% yield; for example, 0.34 means a 34% yield). From a dataset of Reaction yield outcomes from USPTO patents with 853,638 reactions. (1) The reactants are [CH3:1][C:2]1[CH:9]=[CH:8]C(C#N)=[C:4]([N+:10]([O-:12])=[O:11])[CH:3]=1.OS(O)(=O)=O.[CH3:18][C:19]([OH:21])=[O:20]. No catalyst specified. The product is [CH3:1][C:2]1[CH:9]=[CH:8][C:18]([C:19]([OH:21])=[O:20])=[C:4]([N+:10]([O-:12])=[O:11])[CH:3]=1. The yield is 0.870. (2) The reactants are [N+:1]([C:4]1[CH:5]=[C:6]([OH:10])[CH:7]=[CH:8][CH:9]=1)([O-:3])=[O:2].[C:11]([O-:14])([O-])=[O:12].[K+].[K+].[CH3:17][CH2:18][CH2:19]CCCC.[CH3:24]N(C=O)C. The catalyst is C(OCC)(=O)C.O. The product is [CH3:24][O:14][C:11](=[O:12])[CH2:17][CH2:18][CH2:19][O:10][C:6]1[CH:7]=[CH:8][CH:9]=[C:4]([N+:1]([O-:3])=[O:2])[CH:5]=1. The yield is 0.850. (3) The reactants are [NH:1]1[C:5]2[CH:6]=[CH:7][CH:8]=[CH:9][C:4]=2[N:3]=[N:2]1.C(N(CC)CC)C.[CH:17]1([C:20](Cl)=[O:21])[CH2:19][CH2:18]1. The catalyst is C(Cl)Cl. The product is [CH:17]1([C:20]([N:1]2[C:5]3[CH:6]=[CH:7][CH:8]=[CH:9][C:4]=3[N:3]=[N:2]2)=[O:21])[CH2:19][CH2:18]1. The yield is 0.750. (4) The reactants are C[O:2][C:3](=[O:21])[C:4]1[CH:9]=[CH:8][C:7]([O:10]C)=[N:6][C:5]=1[NH:12][C:13]1[CH:18]=[CH:17][C:16]([Br:19])=[CH:15][C:14]=1[F:20].COC(=O)C1C=CC(Cl)=NC=1NC1C=CC(Br)=CC=1F.C[O-].[Na+].CO. The catalyst is C(O)(=O)C. The product is [Br:19][C:16]1[CH:17]=[CH:18][C:13]([NH:12][C:5]2[NH:6][C:7](=[O:10])[CH:8]=[CH:9][C:4]=2[C:3]([OH:21])=[O:2])=[C:14]([F:20])[CH:15]=1. The yield is 0.880. (5) The reactants are [NH2:1][C:2]1[N:3]=[CH:4][C:5]([C:12]2[CH:22]=[CH:21][C:15]([C:16]([N:18]([CH3:20])[CH3:19])=[O:17])=[CH:14][CH:13]=2)=[N:6][C:7]=1[C:8]([NH:10][NH2:11])=O.N(C1C=CC=CC=1C#N)=[C:24]=[S:25].CC[N:36]([CH:40](C)C)[CH:37]([CH3:39])C.BrP(Br)([C:57]1[CH:62]=[CH:61][CH:60]=[CH:59][CH:58]=1)([C:57]1[CH:62]=[CH:61][CH:60]=[CH:59][CH:58]=1)[C:57]1[CH:62]=[CH:61][CH:60]=[CH:59][CH:58]=1.[C:64](#[N:66])C. The catalyst is C(Cl)Cl.CCOCC. The product is [NH2:1][C:2]1[N:3]=[CH:4][C:5]([C:12]2[CH:22]=[CH:21][C:15]([C:16]([N:18]3[CH2:20][CH2:39][CH2:37][NH:36][CH2:40][CH2:19]3)=[O:17])=[CH:14][C:13]=2[C:64]#[N:66])=[N:6][C:7]=1[C:8]1[S:25][C:24]([C:57]2[CH:58]=[CH:59][CH:60]=[CH:61][CH:62]=2)=[N:11][N:10]=1. The yield is 0.620.